From a dataset of Full USPTO retrosynthesis dataset with 1.9M reactions from patents (1976-2016). Predict the reactants needed to synthesize the given product. (1) Given the product [NH2:1][C:2]1[N:7]=[C:6]([NH2:10])[C:5]([I:11])=[C:4]([CH3:9])[N:3]=1, predict the reactants needed to synthesize it. The reactants are: [NH2:1][C:2]1[N:7]=[C:6](Cl)[CH:5]=[C:4]([CH3:9])[N:3]=1.[NH3:10].[I:11]Cl. (2) The reactants are: [Br:1][C:2]1[CH:3]=[C:4]([N:9]2[C:13](=[O:14])[O:12][N:11]=[C:10]2[C:15]2[C:19]([NH:20][CH2:21][CH2:22][OH:23])=[N:18][O:17][N:16]=2)[CH:5]=[CH:6][C:7]=1[F:8].C(OCC)(=O)C.[CH3:30][S:31](Cl)(=[O:33])=[O:32].C(N(CC)CC)C. Given the product [CH3:30][S:31]([O:23][CH2:22][CH2:21][NH:20][C:19]1[C:15]([C:10]2[N:9]([C:4]3[CH:5]=[CH:6][C:7]([F:8])=[C:2]([Br:1])[CH:3]=3)[C:13](=[O:14])[O:12][N:11]=2)=[N:16][O:17][N:18]=1)(=[O:33])=[O:32], predict the reactants needed to synthesize it. (3) Given the product [O:24]1[CH:25]=[CH:26][C:22]([C:13]2[C:14]([O:20][CH3:21])=[C:15]([C:10]([CH2:9][S:7]([C:1]3[CH:6]=[CH:5][CH:4]=[CH:3][CH:2]=3)(=[N:31][C:29](=[O:30])[C:28]([F:33])([F:32])[F:27])=[O:8])=[CH:11][CH:12]=2)[C:16]([O:18][CH3:19])=[O:17])=[CH:23]1, predict the reactants needed to synthesize it. The reactants are: [C:1]1([S:7]([CH2:9][C:10]2[C:15]([C:16]([O:18][CH3:19])=[O:17])=[C:14]([O:20][CH3:21])[C:13]([C:22]3[CH:26]=[CH:25][O:24][CH:23]=3)=[CH:12][CH:11]=2)=[O:8])[CH:6]=[CH:5][CH:4]=[CH:3][CH:2]=1.[F:27][C:28]([F:33])([F:32])[C:29]([NH2:31])=[O:30].[O-2].[Mg+2].C(O)(=O)C.C(O)(=O)C.IC1C=CC=CC=1.